This data is from NCI-60 drug combinations with 297,098 pairs across 59 cell lines. The task is: Regression. Given two drug SMILES strings and cell line genomic features, predict the synergy score measuring deviation from expected non-interaction effect. (1) Drug 1: C1=NC(=NC(=O)N1C2C(C(C(O2)CO)O)O)N. Drug 2: C1=NC2=C(N1)C(=S)N=CN2. Cell line: DU-145. Synergy scores: CSS=41.7, Synergy_ZIP=6.98, Synergy_Bliss=7.10, Synergy_Loewe=-4.86, Synergy_HSA=3.98. (2) Drug 1: CC1=CC=C(C=C1)C2=CC(=NN2C3=CC=C(C=C3)S(=O)(=O)N)C(F)(F)F. Drug 2: C1CN(CCN1C(=O)CCBr)C(=O)CCBr. Cell line: CAKI-1. Synergy scores: CSS=11.2, Synergy_ZIP=-0.0568, Synergy_Bliss=12.4, Synergy_Loewe=-2.85, Synergy_HSA=3.78. (3) Drug 1: C1C(C(OC1N2C=NC3=C2NC=NCC3O)CO)O. Drug 2: CC1C(C(CC(O1)OC2CC(CC3=C2C(=C4C(=C3O)C(=O)C5=C(C4=O)C(=CC=C5)OC)O)(C(=O)CO)O)N)O.Cl. Cell line: M14. Synergy scores: CSS=45.0, Synergy_ZIP=-0.250, Synergy_Bliss=0.495, Synergy_Loewe=-36.1, Synergy_HSA=-0.890.